This data is from Reaction yield outcomes from USPTO patents with 853,638 reactions. The task is: Predict the reaction yield, written as a fraction of the theoretical maximum amount of product (1.0 means a 100% yield; for example, 0.34 means a 34% yield). (1) The reactants are [N+:1]([C:4]1[CH:5]=[C:6]2[C:10](=[CH:11][CH:12]=1)[NH:9][C:8]([C:13]([O:15][CH2:16][CH3:17])=[O:14])=[C:7]2[C:18]1[CH:23]=[CH:22][CH:21]=[CH:20][CH:19]=1)([O-:3])=[O:2].[CH2:24](Br)[C:25]1[CH:30]=[CH:29][CH:28]=[CH:27][CH:26]=1.C([O-])([O-])=O.[Cs+].[Cs+]. The catalyst is C1COCC1. The product is [CH2:24]([N:9]1[C:10]2[C:6](=[CH:5][C:4]([N+:1]([O-:3])=[O:2])=[CH:12][CH:11]=2)[C:7]([C:18]2[CH:23]=[CH:22][CH:21]=[CH:20][CH:19]=2)=[C:8]1[C:13]([O:15][CH2:16][CH3:17])=[O:14])[C:25]1[CH:30]=[CH:29][CH:28]=[CH:27][CH:26]=1. The yield is 0.930. (2) The reactants are [F:1][C:2]1[CH:7]=[CH:6][CH:5]=[C:4]([F:8])[C:3]=1[N:9]1[C:14]2[N:15]=[C:16](S(C)=O)[N:17]=[C:18]([C:19]3[CH:20]=[C:21]([CH:28]=[CH:29][C:30]=3[CH3:31])[C:22]([NH:24][CH:25]([CH3:27])[CH3:26])=[O:23])[C:13]=2[CH2:12][NH:11][C:10]1=[O:35].[CH3:36][N:37]1[CH2:42][CH2:41][CH:40]([NH2:43])[CH2:39][CH2:38]1. The catalyst is C1COCC1. The product is [F:1][C:2]1[CH:7]=[CH:6][CH:5]=[C:4]([F:8])[C:3]=1[N:9]1[C:14]2[N:15]=[C:16]([NH:43][CH:40]3[CH2:41][CH2:42][N:37]([CH3:36])[CH2:38][CH2:39]3)[N:17]=[C:18]([C:19]3[CH:20]=[C:21]([CH:28]=[CH:29][C:30]=3[CH3:31])[C:22]([NH:24][CH:25]([CH3:27])[CH3:26])=[O:23])[C:13]=2[CH2:12][NH:11][C:10]1=[O:35]. The yield is 0.820. (3) The reactants are [CH3:1][C:2]1[NH:3][C:4]([NH2:7])=[N:5][N:6]=1.[C:8]([C:10]1[CH:15]=[CH:14][CH:13]=[CH:12][C:11]=1[C:16]1[CH:21]=[CH:20][C:19]([CH2:22][CH:23]([C:29](=O)[CH2:30][CH2:31][CH3:32])[C:24](OCC)=[O:25])=[CH:18][CH:17]=1)#[N:9]. The catalyst is ClC1C=CC(Cl)=CC=1Cl. The product is [CH3:1][C:2]1[N:3]=[C:4]2[NH:7][C:24](=[O:25])[C:23]([CH2:22][C:19]3[CH:20]=[CH:21][C:16]([C:11]4[C:10]([C:8]#[N:9])=[CH:15][CH:14]=[CH:13][CH:12]=4)=[CH:17][CH:18]=3)=[C:29]([CH2:30][CH2:31][CH3:32])[N:5]2[N:6]=1. The yield is 0.440. (4) The reactants are [C:1]([NH:8][C:9]1[CH:14]=[CH:13][C:12]([OH:15])=[CH:11][CH:10]=1)([O:3][C:4]([CH3:7])([CH3:6])[CH3:5])=[O:2].CC(C)([O-])C.[K+].Cl[C:23]1[CH:28]=[CH:27][N:26]=[C:25]([NH:29][CH3:30])[C:24]=1[N+:31]([O-:33])=[O:32]. The catalyst is CN(C=O)C. The product is [CH3:30][NH:29][C:25]1[C:24]([N+:31]([O-:33])=[O:32])=[C:23]([O:15][C:12]2[CH:11]=[CH:10][C:9]([NH:8][C:1](=[O:2])[O:3][C:4]([CH3:7])([CH3:6])[CH3:5])=[CH:14][CH:13]=2)[CH:28]=[CH:27][N:26]=1. The yield is 0.600. (5) The reactants are [C:1]([C:3]1[CH:8]=[CH:7][C:6]([C@@H:9]2[C:14]([C:15]#[N:16])=[C:13]([CH3:17])[N:12]([C:18]3[CH:23]=[CH:22][CH:21]=[C:20]([C:24]([F:27])([F:26])[F:25])[CH:19]=3)[C:11](=[O:28])[NH:10]2)=[C:5]([S:29]([CH3:32])(=[O:31])=[O:30])[CH:4]=1)#[N:2].[H-].[Na+].[C:35]1([CH3:45])[CH:40]=[CH:39][C:38]([S:41](Cl)(=[O:43])=[O:42])=[CH:37][CH:36]=1. The catalyst is C1COCC1. The product is [C:1]([C:3]1[CH:8]=[CH:7][C:6]([C@@H:9]2[C:14]([C:15]#[N:16])=[C:13]([CH3:17])[N:12]([C:18]3[CH:23]=[CH:22][CH:21]=[C:20]([C:24]([F:27])([F:26])[F:25])[CH:19]=3)[C:11](=[O:28])[N:10]2[S:41]([C:38]2[CH:39]=[CH:40][C:35]([CH3:45])=[CH:36][CH:37]=2)(=[O:43])=[O:42])=[C:5]([S:29]([CH3:32])(=[O:31])=[O:30])[CH:4]=1)#[N:2]. The yield is 0.960.